Dataset: Human liver microsome stability data. Task: Regression/Classification. Given a drug SMILES string, predict its absorption, distribution, metabolism, or excretion properties. Task type varies by dataset: regression for continuous measurements (e.g., permeability, clearance, half-life) or binary classification for categorical outcomes (e.g., BBB penetration, CYP inhibition). Dataset: hlm. (1) The molecule is COc1cccc(F)c1CC(c1ccccc1)N1CCNCC1. The result is 0 (unstable in human liver microsomes). (2) The result is 0 (unstable in human liver microsomes). The compound is COC(=O)Nc1ccc(-c2cc([C@H](Cc3ccccc3)NC(=O)C=Cc3cc(Cl)ccc3-n3cnnn3)c(Cl)nn2)cc1. (3) The compound is CC(C)Cc1cc(-c2cccc(Cn3ccnc3)c2)c(S(=O)(=O)NC(=O)OC(C)C)s1. The result is 1 (stable in human liver microsomes). (4) The molecule is CCCCCC(C)NCc1coc(-c2ccc(-c3ccccc3)cc2)n1. The result is 0 (unstable in human liver microsomes). (5) The molecule is N[C@@H]1CCCN(c2cc(=O)[nH]c(=O)n2Cc2ccccc2Br)C1. The result is 0 (unstable in human liver microsomes). (6) The molecule is CS(=O)(=O)Nc1ccc2c(c1)S(=O)(=O)NC(C1=C(O)[C@@H]3C4CCC(CC4)[C@@H]3N(Cc3ccccc3F)C1=O)=N2. The result is 0 (unstable in human liver microsomes).